From a dataset of Reaction yield outcomes from USPTO patents with 853,638 reactions. Predict the reaction yield, written as a fraction of the theoretical maximum amount of product (1.0 means a 100% yield; for example, 0.34 means a 34% yield). (1) The reactants are [CH:1]([C:4]1[CH:9]=[CH:8][CH:7]=[CH:6][C:5]=1[NH:10][C:11]([NH:13][C:14](=[O:18])[O:15][CH2:16][CH3:17])=[S:12])([CH3:3])[CH3:2].C(=O)([O-])[O-].[K+].[K+].[CH2:25](I)[CH3:26]. The catalyst is CC(C)=O. The product is [CH2:25]([S:12]/[C:11](/[NH:13][C:14](=[O:18])[O:15][CH2:16][CH3:17])=[N:10]/[C:5]1[CH:6]=[CH:7][CH:8]=[CH:9][C:4]=1[CH:1]([CH3:3])[CH3:2])[CH3:26]. The yield is 0.930. (2) The reactants are [CH:1]([C:3]1[CH:8]=[CH:7][C:6]([B:9]([OH:11])[OH:10])=[CH:5][CH:4]=1)=O.[N:12]1[CH:17]=[CH:16][CH:15]=[CH:14][C:13]=1[NH2:18]. The catalyst is ClC(Cl)C. The product is [N:12]1[CH:17]=[CH:16][CH:15]=[CH:14][C:13]=1[NH:18][CH2:1][C:3]1[CH:8]=[CH:7][C:6]([B:9]([OH:11])[OH:10])=[CH:5][CH:4]=1. The yield is 0.300. (3) The yield is 0.424. The product is [CH3:42][N:34]([CH2:33][CH2:32][NH:31][C:20]([NH:1][C:2]1[CH:3]=[CH:4][C:5]2[O:9][CH2:8][C:7](=[O:10])[C:6]=2[CH:11]=1)=[O:22])[C:35](=[O:41])[O:36][C:37]([CH3:38])([CH3:39])[CH3:40]. The reactants are [NH2:1][C:2]1[CH:3]=[CH:4][C:5]2[O:9][CH2:8][C:7](=[O:10])[C:6]=2[CH:11]=1.C(N(CC)CC)C.Cl[C:20](Cl)([O:22]C(=O)OC(Cl)(Cl)Cl)Cl.[NH2:31][CH2:32][CH2:33][N:34]([CH3:42])[C:35](=[O:41])[O:36][C:37]([CH3:40])([CH3:39])[CH3:38]. The catalyst is C1COCC1. (4) The reactants are [C:1]([C:5]1[CH:10]=[CH:9][C:8]([OH:11])=[CH:7][CH:6]=1)([CH3:4])([CH3:3])[CH3:2].Cl[C:13]1[CH:18]=[CH:17][C:16](I)=[CH:15][CH:14]=1.CC(C)(C(=O)CC(=O)C(C)(C)C)C.C([O-])([O-])=O.[Cs+].[Cs+].[CH3:39][C:40]1[CH:41]=[C:42]([OH:47])[CH:43]=[C:44]([CH3:46])[CH:45]=1. No catalyst specified. The product is [C:1]([C:5]1[CH:6]=[CH:7][C:8]([O:11][C:13]2[CH:18]=[CH:17][C:16]([O:47][C:42]3[CH:43]=[C:44]([CH3:46])[CH:45]=[C:40]([CH3:39])[CH:41]=3)=[CH:15][CH:14]=2)=[CH:9][CH:10]=1)([CH3:4])([CH3:2])[CH3:3]. The yield is 0.800. (5) The reactants are [CH3:1][O:2][CH2:3][C:4]1[N:5]=[C:6]([CH3:26])[NH:7][C:8](=[O:25])[C:9]=1[CH2:10][C:11]1[CH:16]=[CH:15][C:14]([C:17]2[C:18]([C:23]#[N:24])=[CH:19][CH:20]=[CH:21][CH:22]=2)=[CH:13][CH:12]=1.[H-].[Na+].CN(C)C=O.Br[CH2:35][C:36]1[S:37][CH:38]=[CH:39][CH:40]=1. The catalyst is C(OCC)(=O)C. The product is [CH3:1][O:2][CH2:3][C:4]1[N:5]=[C:6]([CH3:26])[N:7]([CH2:35][C:36]2[S:37][CH:38]=[CH:39][CH:40]=2)[C:8](=[O:25])[C:9]=1[CH2:10][C:11]1[CH:16]=[CH:15][C:14]([C:17]2[C:18]([C:23]#[N:24])=[CH:19][CH:20]=[CH:21][CH:22]=2)=[CH:13][CH:12]=1. The yield is 0.530.